From a dataset of Full USPTO retrosynthesis dataset with 1.9M reactions from patents (1976-2016). Predict the reactants needed to synthesize the given product. Given the product [CH2:20]([N:27]1[CH2:18][C@@H:6]([N+:7]([O-:9])=[O:8])[C@H:5]([C:10]2[CH:15]=[CH:14][CH:13]=[CH:12][C:11]=2[F:16])[CH2:4][C:3]1=[O:17])[C:21]1[CH:26]=[CH:25][CH:24]=[CH:23][CH:22]=1, predict the reactants needed to synthesize it. The reactants are: CO[C:3](=[O:17])[CH2:4][CH:5]([C:10]1[CH:15]=[CH:14][CH:13]=[CH:12][C:11]=1[F:16])[CH2:6][N+:7]([O-:9])=[O:8].[CH2:18]=O.[CH2:20]([NH2:27])[C:21]1[CH:26]=[CH:25][CH:24]=[CH:23][CH:22]=1.